From a dataset of Reaction yield outcomes from USPTO patents with 853,638 reactions. Predict the reaction yield, written as a fraction of the theoretical maximum amount of product (1.0 means a 100% yield; for example, 0.34 means a 34% yield). (1) The reactants are [Cl:1][C:2]1[N:10]=[C:9]([Cl:11])[CH:8]=[CH:7][C:3]=1[C:4](Cl)=[O:5].[NH2:12][C:13]12[CH2:22][CH:17]3[CH2:18][CH:19]([CH2:21][CH:15]([CH2:16]3)[CH2:14]1)[CH2:20]2.C(N(C(C)C)C(C)C)C. The product is [C:13]12([NH:12][C:4](=[O:5])[C:3]3[CH:7]=[CH:8][C:9]([Cl:11])=[N:10][C:2]=3[Cl:1])[CH2:20][CH:19]3[CH2:18][CH:17]([CH2:16][CH:15]([CH2:21]3)[CH2:14]1)[CH2:22]2. The catalyst is C(Cl)Cl.CCOC(C)=O. The yield is 0.760. (2) The reactants are [CH2:1]([NH:8][CH2:9][CH:10]([O:14][CH2:15][CH3:16])[O:11][CH2:12][CH3:13])[C:2]1[CH:7]=[CH:6][CH:5]=[CH:4][CH:3]=1.[CH:17]1[C:29]2[CH:28]([CH2:30][O:31][C:32]([NH:34][C@@H:35]([CH2:39][C:40]3[CH:45]=[CH:44][C:43]([O:46][C:47]([CH3:50])([CH3:49])[CH3:48])=[CH:42][CH:41]=3)[C:36](O)=[O:37])=[O:33])[C:27]3[C:22](=[CH:23][CH:24]=[CH:25][CH:26]=3)[C:21]=2[CH:20]=[CH:19][CH:18]=1. No catalyst specified. The product is [CH2:1]([N:8]([CH2:9][CH:10]([O:11][CH2:12][CH3:13])[O:14][CH2:15][CH3:16])[C:36](=[O:37])[C@@H:35]([NH:34][C:32](=[O:33])[O:31][CH2:30][CH:28]1[C:29]2[CH:17]=[CH:18][CH:19]=[CH:20][C:21]=2[C:22]2[C:27]1=[CH:26][CH:25]=[CH:24][CH:23]=2)[CH2:39][C:40]1[CH:45]=[CH:44][C:43]([O:46][C:47]([CH3:50])([CH3:49])[CH3:48])=[CH:42][CH:41]=1)[C:2]1[CH:7]=[CH:6][CH:5]=[CH:4][CH:3]=1. The yield is 0.430.